Dataset: NCI-60 drug combinations with 297,098 pairs across 59 cell lines. Task: Regression. Given two drug SMILES strings and cell line genomic features, predict the synergy score measuring deviation from expected non-interaction effect. (1) Drug 1: CN(C)N=NC1=C(NC=N1)C(=O)N. Drug 2: CN(CCCl)CCCl.Cl. Cell line: ACHN. Synergy scores: CSS=16.7, Synergy_ZIP=-12.8, Synergy_Bliss=-13.6, Synergy_Loewe=-20.9, Synergy_HSA=-11.8. (2) Drug 1: CC12CCC(CC1=CCC3C2CCC4(C3CC=C4C5=CN=CC=C5)C)O. Drug 2: CNC(=O)C1=NC=CC(=C1)OC2=CC=C(C=C2)NC(=O)NC3=CC(=C(C=C3)Cl)C(F)(F)F. Cell line: SF-539. Synergy scores: CSS=18.4, Synergy_ZIP=-7.66, Synergy_Bliss=-1.29, Synergy_Loewe=-2.56, Synergy_HSA=-0.0691. (3) Drug 1: CC1=C2C(C(=O)C3(C(CC4C(C3C(C(C2(C)C)(CC1OC(=O)C(C(C5=CC=CC=C5)NC(=O)OC(C)(C)C)O)O)OC(=O)C6=CC=CC=C6)(CO4)OC(=O)C)OC)C)OC. Drug 2: CS(=O)(=O)C1=CC(=C(C=C1)C(=O)NC2=CC(=C(C=C2)Cl)C3=CC=CC=N3)Cl. Cell line: T-47D. Synergy scores: CSS=30.2, Synergy_ZIP=0.0626, Synergy_Bliss=-0.714, Synergy_Loewe=-8.53, Synergy_HSA=0.935.